Dataset: NCI-60 drug combinations with 297,098 pairs across 59 cell lines. Task: Regression. Given two drug SMILES strings and cell line genomic features, predict the synergy score measuring deviation from expected non-interaction effect. (1) Cell line: HS 578T. Synergy scores: CSS=-7.16, Synergy_ZIP=1.94, Synergy_Bliss=-2.35, Synergy_Loewe=-4.64, Synergy_HSA=-4.94. Drug 1: C1CC(=O)NC(=O)C1N2CC3=C(C2=O)C=CC=C3N. Drug 2: CC1=CC=C(C=C1)C2=CC(=NN2C3=CC=C(C=C3)S(=O)(=O)N)C(F)(F)F. (2) Drug 1: CCCS(=O)(=O)NC1=C(C(=C(C=C1)F)C(=O)C2=CNC3=C2C=C(C=N3)C4=CC=C(C=C4)Cl)F. Drug 2: CCCS(=O)(=O)NC1=C(C(=C(C=C1)F)C(=O)C2=CNC3=C2C=C(C=N3)C4=CC=C(C=C4)Cl)F. Cell line: UACC-257. Synergy scores: CSS=68.0, Synergy_ZIP=1.95, Synergy_Bliss=1.62, Synergy_Loewe=3.33, Synergy_HSA=6.25. (3) Drug 1: C1=CN(C(=O)N=C1N)C2C(C(C(O2)CO)O)O.Cl. Drug 2: CC1=C(C(CCC1)(C)C)C=CC(=CC=CC(=CC(=O)O)C)C. Cell line: RXF 393. Synergy scores: CSS=9.43, Synergy_ZIP=-1.35, Synergy_Bliss=-0.906, Synergy_Loewe=4.86, Synergy_HSA=2.49. (4) Drug 1: C1CN1P(=S)(N2CC2)N3CC3. Drug 2: C1C(C(OC1N2C=NC3=C(N=C(N=C32)Cl)N)CO)O. Cell line: OVCAR-4. Synergy scores: CSS=7.90, Synergy_ZIP=-2.75, Synergy_Bliss=-1.28, Synergy_Loewe=-15.3, Synergy_HSA=-1.72. (5) Drug 1: CC1C(C(CC(O1)OC2CC(CC3=C2C(=C4C(=C3O)C(=O)C5=C(C4=O)C(=CC=C5)OC)O)(C(=O)CO)O)N)O.Cl. Drug 2: CC1OCC2C(O1)C(C(C(O2)OC3C4COC(=O)C4C(C5=CC6=C(C=C35)OCO6)C7=CC(=C(C(=C7)OC)O)OC)O)O. Cell line: TK-10. Synergy scores: CSS=26.1, Synergy_ZIP=4.04, Synergy_Bliss=4.67, Synergy_Loewe=9.01, Synergy_HSA=9.19. (6) Drug 1: CCC1=CC2CC(C3=C(CN(C2)C1)C4=CC=CC=C4N3)(C5=C(C=C6C(=C5)C78CCN9C7C(C=CC9)(C(C(C8N6C)(C(=O)OC)O)OC(=O)C)CC)OC)C(=O)OC.C(C(C(=O)O)O)(C(=O)O)O. Drug 2: CCC(=C(C1=CC=CC=C1)C2=CC=C(C=C2)OCCN(C)C)C3=CC=CC=C3.C(C(=O)O)C(CC(=O)O)(C(=O)O)O. Cell line: A498. Synergy scores: CSS=31.4, Synergy_ZIP=1.48, Synergy_Bliss=3.67, Synergy_Loewe=5.32, Synergy_HSA=5.26. (7) Drug 1: CN(C)N=NC1=C(NC=N1)C(=O)N. Drug 2: C1CN(CCN1C(=O)CCBr)C(=O)CCBr. Cell line: EKVX. Synergy scores: CSS=-2.72, Synergy_ZIP=-0.173, Synergy_Bliss=-4.44, Synergy_Loewe=-4.48, Synergy_HSA=-5.42.